From a dataset of Reaction yield outcomes from USPTO patents with 853,638 reactions. Predict the reaction yield, written as a fraction of the theoretical maximum amount of product (1.0 means a 100% yield; for example, 0.34 means a 34% yield). (1) The reactants are Cl[C:2]1[CH:7]=[CH:6][C:5]([Cl:8])=[CH:4][N:3]=1.[S:9]1[C:13]2[CH:14]=[CH:15][CH:16]=[CH:17][C:12]=2[CH:11]=[C:10]1B(O)O.C1(C)C=CC=CC=1.C(=O)([O-])[O-].[Na+].[Na+]. The catalyst is C1C=CC([P]([Pd]([P](C2C=CC=CC=2)(C2C=CC=CC=2)C2C=CC=CC=2)([P](C2C=CC=CC=2)(C2C=CC=CC=2)C2C=CC=CC=2)[P](C2C=CC=CC=2)(C2C=CC=CC=2)C2C=CC=CC=2)(C2C=CC=CC=2)C2C=CC=CC=2)=CC=1.C(O)C. The product is [Cl:8][C:5]1[CH:6]=[CH:7][C:2]([C:10]2[S:9][C:13]3[CH:14]=[CH:15][CH:16]=[CH:17][C:12]=3[CH:11]=2)=[N:3][CH:4]=1. The yield is 0.564. (2) The reactants are [CH:1]1([C:6]#[CH:7])[CH2:5][CH2:4][CH2:3][CH2:2]1.C([Li])CCC.C1(O[C:20]#[N:21])C=CC=CC=1.[OH-].[Na+]. The catalyst is C1COCC1.CCCCCC. The product is [CH:1]1([C:6]#[C:7][C:20]#[N:21])[CH2:5][CH2:4][CH2:3][CH2:2]1. The yield is 0.950. (3) The reactants are FC1C=CC(CC(=O)[CH2:10][NH:11][C:12]([C:14]2[N:15]=[C:16]3[CH:32]=[CH:31][C:30]([N:33]4[CH2:38][CH2:37][O:36][CH2:35][CH2:34]4)=[CH:29][N:17]3[C:18](=[O:28])[C:19]=2[O:20][CH2:21][C:22]2[CH:27]=[CH:26][CH:25]=[CH:24][CH:23]=2)=[O:13])=CC=1.CN1CC[O:44][CH2:43]C1.ClC(OCC)=O.CN(C)O. The catalyst is C1COCC1.C(Cl)Cl. The product is [CH3:43][O:44][N:11]([CH3:10])[C:12]([C:14]1[N:15]=[C:16]2[CH:32]=[CH:31][C:30]([N:33]3[CH2:34][CH2:35][O:36][CH2:37][CH2:38]3)=[CH:29][N:17]2[C:18](=[O:28])[C:19]=1[O:20][CH2:21][C:22]1[CH:23]=[CH:24][CH:25]=[CH:26][CH:27]=1)=[O:13]. The yield is 1.00. (4) The reactants are [NH2:1][C:2]1[N:10]=[CH:9][N:8]=[C:7]2[C:3]=1[N:4]=[CH:5][N:6]2[C@H:11]1[C@@H:15]2[O:16]C(C)(C)[O:18][C@@H:14]2[C@@H:13]([CH2:21][N:22]([CH:41]([CH3:43])[CH3:42])[C:23](=[O:40])[CH2:24][CH2:25][CH2:26][C:27]2[NH:31][C:30]3[CH:32]=[CH:33][C:34]([C:36]([CH3:39])([CH3:38])[CH3:37])=[CH:35][C:29]=3[N:28]=2)[O:12]1. The catalyst is C(O)(C(F)(F)F)=O. The product is [NH2:1][C:2]1[N:10]=[CH:9][N:8]=[C:7]2[C:3]=1[N:4]=[CH:5][N:6]2[C@@H:11]1[O:12][C@H:13]([CH2:21][N:22]([CH:41]([CH3:42])[CH3:43])[C:23](=[O:40])[CH2:24][CH2:25][CH2:26][C:27]2[NH:31][C:30]3[CH:32]=[CH:33][C:34]([C:36]([CH3:38])([CH3:37])[CH3:39])=[CH:35][C:29]=3[N:28]=2)[C@@H:14]([OH:18])[C@H:15]1[OH:16]. The yield is 0.560. (5) The reactants are FC(F)(F)C(O)=O.C(OC(=O)[NH:14][C@@H:15]([CH2:42][C:43]1[CH:48]=[CH:47][CH:46]=[CH:45][CH:44]=1)[C:16]([N:18]1[CH2:27][CH2:26][C:25]2[C:24]([NH:28][CH2:29][CH:30]([C:32]34[CH2:41][CH:36]5[CH2:37][CH:38]([CH2:40][CH:34]([CH2:35]5)[CH2:33]3)[CH2:39]4)[OH:31])=[N:23][CH:22]=[N:21][C:20]=2[CH2:19]1)=[O:17])(C)(C)C. The catalyst is C(Cl)Cl. The product is [C:32]12([CH:30]([OH:31])[CH2:29][NH:28][C:24]3[C:25]4[CH2:26][CH2:27][N:18]([C:16](=[O:17])[C@@H:15]([NH2:14])[CH2:42][C:43]5[CH:44]=[CH:45][CH:46]=[CH:47][CH:48]=5)[CH2:19][C:20]=4[N:21]=[CH:22][N:23]=3)[CH2:33][CH:34]3[CH2:35][CH:36]([CH2:37][CH:38]([CH2:40]3)[CH2:39]1)[CH2:41]2. The yield is 1.00.